Dataset: NCI-60 drug combinations with 297,098 pairs across 59 cell lines. Task: Regression. Given two drug SMILES strings and cell line genomic features, predict the synergy score measuring deviation from expected non-interaction effect. (1) Drug 1: CC12CCC3C(C1CCC2O)C(CC4=C3C=CC(=C4)O)CCCCCCCCCS(=O)CCCC(C(F)(F)F)(F)F. Drug 2: CC1C(C(CC(O1)OC2CC(CC3=C2C(=C4C(=C3O)C(=O)C5=CC=CC=C5C4=O)O)(C(=O)C)O)N)O. Cell line: SK-MEL-5. Synergy scores: CSS=48.1, Synergy_ZIP=-4.68, Synergy_Bliss=-4.95, Synergy_Loewe=-14.5, Synergy_HSA=-4.16. (2) Drug 1: C1=C(C(=O)NC(=O)N1)N(CCCl)CCCl. Drug 2: C1=CC=C(C(=C1)C(C2=CC=C(C=C2)Cl)C(Cl)Cl)Cl. Cell line: UACC62. Synergy scores: CSS=35.7, Synergy_ZIP=-9.03, Synergy_Bliss=1.60, Synergy_Loewe=-6.35, Synergy_HSA=1.54. (3) Drug 1: C1=CC(=CC=C1C#N)C(C2=CC=C(C=C2)C#N)N3C=NC=N3. Drug 2: CC(C)NC(=O)C1=CC=C(C=C1)CNNC.Cl. Cell line: HOP-92. Synergy scores: CSS=3.25, Synergy_ZIP=0.425, Synergy_Bliss=1.10, Synergy_Loewe=3.29, Synergy_HSA=0.526. (4) Drug 1: CC1=C(C=C(C=C1)NC2=NC=CC(=N2)N(C)C3=CC4=NN(C(=C4C=C3)C)C)S(=O)(=O)N.Cl. Drug 2: CC1OCC2C(O1)C(C(C(O2)OC3C4COC(=O)C4C(C5=CC6=C(C=C35)OCO6)C7=CC(=C(C(=C7)OC)O)OC)O)O. Cell line: RPMI-8226. Synergy scores: CSS=45.2, Synergy_ZIP=5.03, Synergy_Bliss=5.29, Synergy_Loewe=-22.1, Synergy_HSA=1.28. (5) Drug 1: CC1CCC2CC(C(=CC=CC=CC(CC(C(=O)C(C(C(=CC(C(=O)CC(OC(=O)C3CCCCN3C(=O)C(=O)C1(O2)O)C(C)CC4CCC(C(C4)OC)OCCO)C)C)O)OC)C)C)C)OC. Drug 2: C1C(C(OC1N2C=NC3=C2NC=NCC3O)CO)O. Cell line: RXF 393. Synergy scores: CSS=10.5, Synergy_ZIP=0.135, Synergy_Bliss=5.73, Synergy_Loewe=-1.71, Synergy_HSA=3.41. (6) Cell line: NCI-H460. Drug 1: CCC(=C(C1=CC=CC=C1)C2=CC=C(C=C2)OCCN(C)C)C3=CC=CC=C3.C(C(=O)O)C(CC(=O)O)(C(=O)O)O. Synergy scores: CSS=15.3, Synergy_ZIP=-5.64, Synergy_Bliss=-1.24, Synergy_Loewe=-5.59, Synergy_HSA=0.0545. Drug 2: C1=NC2=C(N1)C(=S)N=CN2. (7) Drug 1: CC1=C(C=C(C=C1)C(=O)NC2=CC(=CC(=C2)C(F)(F)F)N3C=C(N=C3)C)NC4=NC=CC(=N4)C5=CN=CC=C5. Drug 2: CCN(CC)CCNC(=O)C1=C(NC(=C1C)C=C2C3=C(C=CC(=C3)F)NC2=O)C. Cell line: HCT-15. Synergy scores: CSS=-20.5, Synergy_ZIP=8.52, Synergy_Bliss=3.83, Synergy_Loewe=-23.0, Synergy_HSA=-22.1. (8) Drug 1: CCC1=CC2CC(C3=C(CN(C2)C1)C4=CC=CC=C4N3)(C5=C(C=C6C(=C5)C78CCN9C7C(C=CC9)(C(C(C8N6C)(C(=O)OC)O)OC(=O)C)CC)OC)C(=O)OC.C(C(C(=O)O)O)(C(=O)O)O. Drug 2: CC1=C(C=C(C=C1)NC(=O)C2=CC=C(C=C2)CN3CCN(CC3)C)NC4=NC=CC(=N4)C5=CN=CC=C5. Cell line: SW-620. Synergy scores: CSS=63.0, Synergy_ZIP=13.5, Synergy_Bliss=12.4, Synergy_Loewe=-28.1, Synergy_HSA=7.48. (9) Drug 1: C1CN1P(=S)(N2CC2)N3CC3. Drug 2: C1CCC(C(C1)N)N.C(=O)(C(=O)[O-])[O-].[Pt+4]. Cell line: NCI-H522. Synergy scores: CSS=28.4, Synergy_ZIP=-5.63, Synergy_Bliss=-2.64, Synergy_Loewe=1.97, Synergy_HSA=2.90.